Predict the reactants needed to synthesize the given product. From a dataset of Full USPTO retrosynthesis dataset with 1.9M reactions from patents (1976-2016). Given the product [NH4+:9].[OH-:23].[F:1][C:2]1[CH:7]=[CH:6][CH:5]=[C:4]([F:8])[C:3]=1[N:9]1[C:14]2[N:15]=[C:16]([N:40]([CH2:39][CH2:38][CH2:37][N:36]([CH3:42])[CH3:35])[CH3:41])[N:17]=[C:18]([C:19]3[CH:20]=[C:21]([CH:26]=[CH:27][C:28]=3[CH3:29])[C:22]([NH:24][CH3:25])=[O:23])[C:13]=2[CH2:12][NH:11][C:10]1=[O:34], predict the reactants needed to synthesize it. The reactants are: [F:1][C:2]1[CH:7]=[CH:6][CH:5]=[C:4]([F:8])[C:3]=1[N:9]1[C:14]2[N:15]=[C:16](S(C)(=O)=O)[N:17]=[C:18]([C:19]3[CH:20]=[C:21]([CH:26]=[CH:27][C:28]=3[CH3:29])[C:22]([NH:24][CH3:25])=[O:23])[C:13]=2[CH2:12][NH:11][C:10]1=[O:34].[CH3:35][N:36]([CH3:42])[CH2:37][CH2:38][CH2:39][NH:40][CH3:41].